This data is from Forward reaction prediction with 1.9M reactions from USPTO patents (1976-2016). The task is: Predict the product of the given reaction. (1) Given the reactants S(=O)(=O)(O)O.[BH4-].[Na+].[CH2:8]([O:15][C:16]([C@@H:18]1[CH2:23][CH2:22][C:21](=[N:24][O:25][CH2:26][C:27]2[CH:32]=[CH:31][CH:30]=[CH:29][CH:28]=2)[CH2:20][NH:19]1)=[O:17])[C:9]1[CH:14]=[CH:13][CH:12]=[CH:11][CH:10]=1.C12(CS(O)(=O)=O)C(C)(C)C(CC1)CC2=O, predict the reaction product. The product is: [CH2:8]([O:15][C:16]([C@@H:18]1[CH2:23][CH2:22][C@@H:21]([NH:24][O:25][CH2:26][C:27]2[CH:32]=[CH:31][CH:30]=[CH:29][CH:28]=2)[CH2:20][NH:19]1)=[O:17])[C:9]1[CH:10]=[CH:11][CH:12]=[CH:13][CH:14]=1. (2) Given the reactants C[Si]([N-][Si](C)(C)C)(C)C.[Na+].[O:11]=[C:12]1[C:18](=COS(C)(=O)=O)[C:17](=[O:25])[N:16]([C:26]2[CH:31]=[CH:30][CH:29]=[CH:28][CH:27]=2)[CH:15]=[CH:14][N:13]1[CH2:32][C:33]([N:35]([CH:44]([CH3:46])[CH3:45])[C:36]1[CH:41]=[CH:40][C:39]([O:42][CH3:43])=[CH:38][CH:37]=1)=[O:34].[CH3:47][N:48]([CH:50]=[O:51])[CH3:49], predict the reaction product. The product is: [O:11]=[C:12]1[C:18](=[CH:47][N:48]2[C:49]3[CH:30]=[CH:29][CH:28]=[CH:27][C:26]=3[NH:16][C:50]2=[O:51])[C:17](=[O:25])[N:16]([C:26]2[CH:27]=[CH:28][CH:29]=[CH:30][CH:31]=2)[CH:15]=[CH:14][N:13]1[CH2:32][C:33]([N:35]([CH:44]([CH3:46])[CH3:45])[C:36]1[CH:41]=[CH:40][C:39]([O:42][CH3:43])=[CH:38][CH:37]=1)=[O:34]. (3) Given the reactants [Cl:1][C:2]1[CH:3]=[C:4]([F:11])[C:5]([C:8]([OH:10])=O)=[N:6][CH:7]=1.[NH2:12][C:13]1[CH:14]=[CH:15][C:16]([F:50])=[C:17]([C@:19]2([CH3:49])[CH2:24][O:23][CH2:22][C:21]([NH:25]C(C3C=CC(OC)=CC=3)(C3C=CC(OC)=CC=3)C3C=CC=CC=3)=[N:20]2)[CH:18]=1.F[P-](F)(F)(F)(F)F.N1(OC(N(C)C)=[N+](C)C)C2N=CC=CC=2N=N1.CCN(C(C)C)C(C)C.FC(F)(F)C(O)=O, predict the reaction product. The product is: [ClH:1].[NH2:25][C:21]1[CH2:22][O:23][CH2:24][C@:19]([C:17]2[CH:18]=[C:13]([NH:12][C:8]([C:5]3[C:4]([F:11])=[CH:3][C:2]([Cl:1])=[CH:7][N:6]=3)=[O:10])[CH:14]=[CH:15][C:16]=2[F:50])([CH3:49])[N:20]=1. (4) Given the reactants [NH2:1][C:2]1[CH:3]=[C:4]2[C:20](=[O:21])[NH:19][N:18]=[CH:17][C:6]3=[C:7]([C:11]4[CH:16]=[CH:15][CH:14]=[CH:13][CH:12]=4)[NH:8][C:9]([CH:10]=1)=[C:5]23.[F:22][C:23]1[CH:24]=[C:25]([CH:29]=[CH:30][CH:31]=1)[C:26](O)=[O:27].C(N(CC)CC)C.F[P-](F)(F)(F)(F)F.N1(OC(N(C)C)=[N+](C)C)C2N=CC=CC=2N=N1, predict the reaction product. The product is: [F:22][C:23]1[CH:24]=[C:25]([CH:29]=[CH:30][CH:31]=1)[C:26]([NH:1][C:2]1[CH:3]=[C:4]2[C:20](=[O:21])[NH:19][N:18]=[CH:17][C:6]3=[C:7]([C:11]4[CH:12]=[CH:13][CH:14]=[CH:15][CH:16]=4)[NH:8][C:9]([CH:10]=1)=[C:5]23)=[O:27].